Dataset: Catalyst prediction with 721,799 reactions and 888 catalyst types from USPTO. Task: Predict which catalyst facilitates the given reaction. Reactant: [Si]([O:8][CH2:9][C@H:10]([NH:20][S@@](C(C)(C)C)=O)[C:11]1[CH:16]=[CH:15][C:14]([S:17][CH2:18][CH3:19])=[CH:13][CH:12]=1)(C(C)(C)C)(C)C.[ClH:27]. Product: [ClH:27].[NH2:20][C@H:10]([C:11]1[CH:16]=[CH:15][C:14]([S:17][CH2:18][CH3:19])=[CH:13][CH:12]=1)[CH2:9][OH:8]. The catalyst class is: 2.